This data is from Reaction yield outcomes from USPTO patents with 853,638 reactions. The task is: Predict the reaction yield, written as a fraction of the theoretical maximum amount of product (1.0 means a 100% yield; for example, 0.34 means a 34% yield). The reactants are [CH3:1][C:2]1[C:7]2[C:8]([C:11]3[CH:16]=[CH:15][C:14]([CH3:17])=[CH:13][CH:12]=3)=[CH:9][O:10][C:6]=2[C:5]([CH3:18])=[C:4]([CH3:19])[CH:3]=1. The catalyst is C1COCC1.CO. The product is [CH3:1][C:2]1[C:7]2[CH:8]([C:11]3[CH:16]=[CH:15][C:14]([CH3:17])=[CH:13][CH:12]=3)[CH2:9][O:10][C:6]=2[C:5]([CH3:18])=[C:4]([CH3:19])[CH:3]=1. The yield is 0.810.